Task: Binary Classification. Given a drug SMILES string, predict its activity (active/inactive) in a high-throughput screening assay against a specified biological target.. Dataset: Tyrosyl-DNA phosphodiesterase HTS with 341,365 compounds The drug is S(=O)(=O)(N1C(OCCC1)CNC(=O)C(=O)NCCc1occc1)c1cc(OC)c(OC)cc1. The result is 0 (inactive).